Dataset: Full USPTO retrosynthesis dataset with 1.9M reactions from patents (1976-2016). Task: Predict the reactants needed to synthesize the given product. (1) Given the product [CH2:26]([Sn:21]([CH2:17][CH2:18][CH2:19][CH3:20])([CH2:22][CH2:23][CH2:24][CH3:25])[C:5]1[S:1][C:2]([C:6]2[CH:7]=[N:8][CH:9]=[CH:10][CH:11]=2)=[N:3][CH:4]=1)[CH2:27][CH2:28][CH3:29], predict the reactants needed to synthesize it. The reactants are: [S:1]1[CH:5]=[CH:4][N:3]=[C:2]1[C:6]1[CH:7]=[N:8][CH:9]=[CH:10][CH:11]=1.[Li]CCCC.[CH2:17]([Sn:21](Cl)([CH2:26][CH2:27][CH2:28][CH3:29])[CH2:22][CH2:23][CH2:24][CH3:25])[CH2:18][CH2:19][CH3:20].O. (2) Given the product [F:3][C:4]1[CH:5]=[C:6]2[C:11](=[C:12]([F:14])[CH:13]=1)[O:10][CH2:9][C:8]([C:15]([OH:18])=[O:1])=[CH:7]2, predict the reactants needed to synthesize it. The reactants are: [OH-:1].[Na+].[F:3][C:4]1[CH:5]=[C:6]2[C:11](=[C:12]([F:14])[CH:13]=1)[O:10][CH2:9][C:8]([C:15]#N)=[CH:7]2.Cl.[OH2:18].